This data is from Forward reaction prediction with 1.9M reactions from USPTO patents (1976-2016). The task is: Predict the product of the given reaction. (1) Given the reactants [C:1]([O:5][C:6]([NH:8][N:9]1[CH2:14][C:13](/[CH:15]=[N:16]/[OH:17])=[N:12][N:11]([C:18]([O:20][C:21]([CH3:24])([CH3:23])[CH3:22])=[O:19])[C:10]1=[O:25])=[O:7])([CH3:4])([CH3:3])[CH3:2].[Cl:26]N1C(=O)CCC1=O, predict the reaction product. The product is: [C:1]([O:5][C:6]([NH:8][N:9]1[CH2:14][C:13](/[C:15](/[Cl:26])=[N:16]/[OH:17])=[N:12][N:11]([C:18]([O:20][C:21]([CH3:24])([CH3:23])[CH3:22])=[O:19])[C:10]1=[O:25])=[O:7])([CH3:4])([CH3:3])[CH3:2]. (2) The product is: [F:16][C:2]([F:1])([F:17])[C:3]1[CH:11]=[C:10]([C:12]([F:15])([F:14])[F:13])[CH:9]=[CH:8][C:4]=1[C:5]([NH:40][CH2:39][C:35]1[CH:34]=[C:33]([CH:38]=[CH:37][CH:36]=1)[O:32][C:29]1[CH:30]=[CH:31][C:26]([O:25][C:22]([CH3:24])([CH3:23])[C:21]([OH:42])=[O:20])=[C:27]([CH3:41])[CH:28]=1)=[O:7]. Given the reactants [F:1][C:2]([F:17])([F:16])[C:3]1[CH:11]=[C:10]([C:12]([F:15])([F:14])[F:13])[CH:9]=[CH:8][C:4]=1[C:5]([OH:7])=O.C([O:20][C:21](=[O:42])[C:22]([O:25][C:26]1[CH:31]=[CH:30][C:29]([O:32][C:33]2[CH:38]=[CH:37][CH:36]=[C:35]([CH2:39][NH2:40])[CH:34]=2)=[CH:28][C:27]=1[CH3:41])([CH3:24])[CH3:23])C, predict the reaction product. (3) Given the reactants Cl.C[O:3][C:4](=[O:9])[CH:5]([OH:8])[CH2:6][NH2:7].[Cl:10][C:11]1[CH:12]=[C:13]2[C:17](=[CH:18][CH:19]=1)[NH:16][C:15]([C:20](O)=[O:21])=[CH:14]2, predict the reaction product. The product is: [Cl:10][C:11]1[CH:12]=[C:13]2[C:17](=[CH:18][CH:19]=1)[NH:16][C:15]([C:20]([NH:7][CH2:6][CH:5]([OH:8])[C:4]([OH:3])=[O:9])=[O:21])=[CH:14]2. (4) Given the reactants COC1C=C(C=C(OC)C=1)CC1C2C(=CC=CC=2CCC2C=CC(C(O)=O)=CC=2)CC=1.[CH3:32][O:33][C:34]1[CH:35]=[C:36]([CH:59]=[C:60]([O:62][CH3:63])[CH:61]=1)[CH2:37][CH:38]1[C:46]2[C:41](=[CH:42][CH:43]=[CH:44][C:45]=2[O:47][CH2:48][C:49]2[CH:58]=[CH:57][C:52]([C:53]([O:55]C)=[O:54])=[CH:51][CH:50]=2)[CH2:40][CH2:39]1.[Li+].[OH-], predict the reaction product. The product is: [CH3:63][O:62][C:60]1[CH:59]=[C:36]([CH:35]=[C:34]([O:33][CH3:32])[CH:61]=1)[CH2:37][CH:38]1[C:46]2[C:41](=[CH:42][CH:43]=[CH:44][C:45]=2[O:47][CH2:48][C:49]2[CH:50]=[CH:51][C:52]([C:53]([OH:55])=[O:54])=[CH:57][CH:58]=2)[CH2:40][CH2:39]1.